The task is: Regression. Given two drug SMILES strings and cell line genomic features, predict the synergy score measuring deviation from expected non-interaction effect.. This data is from Merck oncology drug combination screen with 23,052 pairs across 39 cell lines. (1) Drug 1: O=S1(=O)NC2(CN1CC(F)(F)F)C1CCC2Cc2cc(C=CCN3CCC(C(F)(F)F)CC3)ccc2C1. Drug 2: CC(=O)OC1C(=O)C2(C)C(O)CC3OCC3(OC(C)=O)C2C(OC(=O)c2ccccc2)C2(O)CC(OC(=O)C(O)C(NC(=O)c3ccccc3)c3ccccc3)C(C)=C1C2(C)C. Cell line: SW837. Synergy scores: synergy=9.11. (2) Drug 1: O=c1[nH]cc(F)c(=O)[nH]1. Drug 2: O=C(CCCCCCC(=O)Nc1ccccc1)NO. Cell line: A427. Synergy scores: synergy=-31.9. (3) Drug 1: N.N.O=C(O)C1(C(=O)O)CCC1.[Pt]. Drug 2: N#Cc1ccc(Cn2cncc2CN2CCN(c3cccc(Cl)c3)C(=O)C2)cc1. Cell line: A375. Synergy scores: synergy=-2.30. (4) Drug 1: O=C(CCCCCCC(=O)Nc1ccccc1)NO. Drug 2: Cn1nnc2c(C(N)=O)ncn2c1=O. Cell line: MDAMB436. Synergy scores: synergy=14.0. (5) Synergy scores: synergy=2.99. Drug 1: O=C(CCCCCCC(=O)Nc1ccccc1)NO. Cell line: NCIH1650. Drug 2: O=C(O)C1(Cc2cccc(Nc3nccs3)n2)CCC(Oc2cccc(Cl)c2F)CC1. (6) Synergy scores: synergy=-6.06. Drug 2: CC(C)CC(NC(=O)C(Cc1ccccc1)NC(=O)c1cnccn1)B(O)O. Cell line: A2780. Drug 1: Nc1ccn(C2OC(CO)C(O)C2(F)F)c(=O)n1. (7) Drug 1: CC(C)CC(NC(=O)C(Cc1ccccc1)NC(=O)c1cnccn1)B(O)O. Drug 2: Cn1cc(-c2cnn3c(N)c(Br)c(C4CCCNC4)nc23)cn1. Cell line: RKO. Synergy scores: synergy=-1.10.